From a dataset of Catalyst prediction with 721,799 reactions and 888 catalyst types from USPTO. Predict which catalyst facilitates the given reaction. Reactant: [OH:1][C:2]1[CH:7]=[CH:6][N:5]2[N:8]=[C:9]([C:21]3[CH:26]=[CH:25][CH:24]=[CH:23][CH:22]=3)[C:10]([C:11]3[CH:12]=[CH:13][C:14](=[O:20])[N:15]([CH:17]([CH3:19])[CH3:18])[N:16]=3)=[C:4]2[CH:3]=1.N1C(C)=CC=CC=1C.[F:35][C:36]([F:49])([F:48])[S:37](O[S:37]([C:36]([F:49])([F:48])[F:35])(=[O:39])=[O:38])(=[O:39])=[O:38]. Product: [O:20]=[C:14]1[CH:13]=[CH:12][C:11]([C:10]2[C:9]([C:21]3[CH:22]=[CH:23][CH:24]=[CH:25][CH:26]=3)=[N:8][N:5]3[CH:6]=[CH:7][C:2]([O:1][S:37]([C:36]([F:49])([F:48])[F:35])(=[O:39])=[O:38])=[CH:3][C:4]=23)=[N:16][N:15]1[CH:17]([CH3:19])[CH3:18]. The catalyst class is: 2.